From a dataset of Peptide-MHC class I binding affinity with 185,985 pairs from IEDB/IMGT. Regression. Given a peptide amino acid sequence and an MHC pseudo amino acid sequence, predict their binding affinity value. This is MHC class I binding data. (1) The peptide sequence is KECVDGTLL. The MHC is HLA-A11:01 with pseudo-sequence HLA-A11:01. The binding affinity (normalized) is 0.0847. (2) The peptide sequence is HAPWTQMAM. The MHC is HLA-A31:01 with pseudo-sequence HLA-A31:01. The binding affinity (normalized) is 0.0847. (3) The peptide sequence is IPYSRVNHA. The MHC is HLA-B54:01 with pseudo-sequence HLA-B54:01. The binding affinity (normalized) is 1.00. (4) The peptide sequence is WRNPAEEREK. The MHC is Mamu-B03 with pseudo-sequence Mamu-B03. The binding affinity (normalized) is 0.